From a dataset of Human liver microsome stability data. Regression/Classification. Given a drug SMILES string, predict its absorption, distribution, metabolism, or excretion properties. Task type varies by dataset: regression for continuous measurements (e.g., permeability, clearance, half-life) or binary classification for categorical outcomes (e.g., BBB penetration, CYP inhibition). Dataset: hlm. (1) The drug is CSc1nncc(-c2cnnc(SC3CCCC3)n2)n1. The result is 1 (stable in human liver microsomes). (2) The drug is CN=S(C)(=O)c1ccc(C(F)(F)F)cc1. The result is 0 (unstable in human liver microsomes).